From a dataset of Forward reaction prediction with 1.9M reactions from USPTO patents (1976-2016). Predict the product of the given reaction. (1) Given the reactants [C:1]([C:3]1[CH:4]=[C:5]2[N:11]=[C:10]([CH:12]([OH:32])[C:13]3[C:21]([O:22][CH3:23])=[CH:20][C:19]([CH3:24])=[C:18]4[C:14]=3[CH:15]=[CH:16][N:17]4[C:25]([O:27][C:28]([CH3:31])([CH3:30])[CH3:29])=[O:26])[N:9](COCC[Si](C)(C)C)[C:6]2=[N:7][CH:8]=1)#[N:2], predict the reaction product. The product is: [C:1]([C:3]1[CH:4]=[C:5]2[N:11]=[C:10]([CH:12]([OH:32])[C:13]3[C:21]([O:22][CH3:23])=[CH:20][C:19]([CH3:24])=[C:18]4[C:14]=3[CH:15]=[CH:16][N:17]4[C:25]([O:27][C:28]([CH3:30])([CH3:29])[CH3:31])=[O:26])[NH:9][C:6]2=[N:7][CH:8]=1)#[N:2]. (2) Given the reactants [CH2:1]([NH:8][C:9](=[O:16])[NH:10][O:11][CH2:12][C:13]([OH:15])=O)[C:2]1[CH:7]=[CH:6][CH:5]=[CH:4][CH:3]=1.[NH2:17][C@H:18]([C:31]([N:33]([C@@H:45]([CH3:53])[CH:46]([O:50][CH2:51][CH3:52])[O:47][CH2:48][CH3:49])[CH2:34][C:35]1[C:44]2[C:39](=[CH:40][CH:41]=[CH:42][CH:43]=2)[CH:38]=[CH:37][CH:36]=1)=[O:32])[CH2:19][CH2:20][CH2:21][CH2:22][NH:23][C:24](=[O:30])[O:25][C:26]([CH3:29])([CH3:28])[CH3:27], predict the reaction product. The product is: [CH2:48]([O:47][CH:46]([O:50][CH2:51][CH3:52])[C@@H:45]([N:33]([CH2:34][C:35]1[C:44]2[C:39](=[CH:40][CH:41]=[CH:42][CH:43]=2)[CH:38]=[CH:37][CH:36]=1)[C:31]([C@H:18]([CH2:19][CH2:20][CH2:21][CH2:22][NH:23][C:24](=[O:30])[O:25][C:26]([CH3:28])([CH3:29])[CH3:27])[NH:17][C:13](=[O:15])[CH2:12][O:11][NH:10][C:9](=[O:16])[NH:8][CH2:1][C:2]1[CH:3]=[CH:4][CH:5]=[CH:6][CH:7]=1)=[O:32])[CH3:53])[CH3:49].